Dataset: Forward reaction prediction with 1.9M reactions from USPTO patents (1976-2016). Task: Predict the product of the given reaction. (1) Given the reactants [C:1]([O:5][C:6](=[O:20])[NH:7][CH2:8][CH2:9][N:10]1[C:18]2[C:17](Cl)=[N:16][CH:15]=[N:14][C:13]=2[CH:12]=[CH:11]1)([CH3:4])([CH3:3])[CH3:2].[F:21][C:22]1[CH:23]=[C:24]([CH:36]=[CH:37][CH:38]=1)[CH2:25][N:26]1[C:34]2[C:29](=[CH:30][C:31]([NH2:35])=[CH:32][CH:33]=2)[CH:28]=[CH:27]1.C(=O)(O)[O-].[Na+], predict the reaction product. The product is: [C:1]([O:5][C:6](=[O:20])[NH:7][CH2:8][CH2:9][N:10]1[C:18]2[C:17]([NH:35][C:31]3[CH:30]=[C:29]4[C:34](=[CH:33][CH:32]=3)[N:26]([CH2:25][C:24]3[CH:36]=[CH:37][CH:38]=[C:22]([F:21])[CH:23]=3)[CH:27]=[CH:28]4)=[N:16][CH:15]=[N:14][C:13]=2[CH:12]=[CH:11]1)([CH3:4])([CH3:3])[CH3:2]. (2) Given the reactants [Cl:1][C:2]1[CH:3]=[C:4]2[C:8](=[C:9](I)[CH:10]=1)[C:7](=[O:12])[N:6]([CH2:13][C:14]1[CH:19]=[CH:18][C:17]([O:20][C:21]3[CH:26]=[CH:25][CH:24]=[CH:23][CH:22]=3)=[CH:16][CH:15]=1)[CH2:5]2.[C-:27]#[N:28].[Na+].CCCCCC.CCOC(C)=O, predict the reaction product. The product is: [Cl:1][C:2]1[CH:10]=[C:9]([C:27]#[N:28])[C:8]2[C:7](=[O:12])[N:6]([CH2:13][C:14]3[CH:15]=[CH:16][C:17]([O:20][C:21]4[CH:22]=[CH:23][CH:24]=[CH:25][CH:26]=4)=[CH:18][CH:19]=3)[CH2:5][C:4]=2[CH:3]=1. (3) Given the reactants [Cl:1][C:2]1[C:9]([O:10][C:11]2[C:19]3[N:18]=[N:17][NH:16][C:15]=3[CH:14]=[CH:13][C:12]=2[Cl:20])=[CH:8][C:7]([Cl:21])=[CH:6][C:3]=1[C:4]#[N:5].C(=O)([O-])[O-].[Cs+].[Cs+].Br[CH2:29][C:30]1[C:38]2[C:33](=[N:34][CH:35]=[CH:36][CH:37]=2)[N:32]([C:39]([O:41][C:42]([CH3:45])([CH3:44])[CH3:43])=[O:40])[N:31]=1, predict the reaction product. The product is: [Cl:20][C:12]1[CH:13]=[CH:14][C:15]2=[N:16][N:17]([CH2:29][C:30]3[C:38]4[C:33](=[N:34][CH:35]=[CH:36][CH:37]=4)[N:32]([C:39]([O:41][C:42]([CH3:45])([CH3:44])[CH3:43])=[O:40])[N:31]=3)[N:18]=[C:19]2[C:11]=1[O:10][C:9]1[CH:8]=[C:7]([Cl:21])[CH:6]=[C:3]([C:4]#[N:5])[C:2]=1[Cl:1]. (4) The product is: [O:7]1[C:6]2[CH:11]=[CH:12][C:3]([CH:36]([C:24]3[N:23]=[C:22]([C:19]4[CH:20]=[CH:21][C:16]([CH:13]([CH3:15])[CH3:14])=[CH:17][CH:18]=4)[C:31]4[C:26](=[CH:27][CH:28]=[C:29]([O:32][CH2:33][C:34]#[CH:35])[CH:30]=4)[N:25]=3)[OH:37])=[CH:4][C:5]=2[O:10][CH2:9][CH2:8]1. Given the reactants [Mg].Br[C:3]1[CH:12]=[CH:11][C:6]2[O:7][CH2:8][CH2:9][O:10][C:5]=2[CH:4]=1.[CH:13]([C:16]1[CH:21]=[CH:20][C:19]([C:22]2[C:31]3[C:26](=[CH:27][CH:28]=[C:29]([O:32][CH2:33][C:34]#[CH:35])[CH:30]=3)[N:25]=[C:24]([CH:36]=[O:37])[N:23]=2)=[CH:18][CH:17]=1)([CH3:15])[CH3:14].[Cl-].[NH4+], predict the reaction product.